From a dataset of Reaction yield outcomes from USPTO patents with 853,638 reactions. Predict the reaction yield, written as a fraction of the theoretical maximum amount of product (1.0 means a 100% yield; for example, 0.34 means a 34% yield). (1) The reactants are [C:1]([O:4][CH2:5][C:6]1[C:7]([N:21]2[N:30]=[CH:29][C:28]3[C:23](=[C:24]([F:35])[CH:25]=[C:26]([C:31]([CH3:34])([CH3:33])[CH3:32])[CH:27]=3)[C:22]2=[O:36])=[N:8][CH:9]=[CH:10][C:11]=1[C:12]1[CH:17]=[C:16](Br)[C:15](=[O:19])[N:14]([CH3:20])[CH:13]=1)(=[O:3])[CH3:2].Cl.O=[S:39]1[C:43]([CH3:44])=[CH:42][C:41]([NH2:45])=[N:40]1.C([O-])([O-])=O.[Cs+].[Cs+].CC1(C)C2C(=C(P(C3C=CC=CC=3)C3C=CC=CC=3)C=CC=2)OC2C(P(C3C=CC=CC=3)C3C=CC=CC=3)=CC=CC1=2. The catalyst is C1C=CC(/C=C/C(/C=C/C2C=CC=CC=2)=O)=CC=1.C1C=CC(/C=C/C(/C=C/C2C=CC=CC=2)=O)=CC=1.C1C=CC(/C=C/C(/C=C/C2C=CC=CC=2)=O)=CC=1.[Pd].[Pd].CN(C=O)C. The product is [C:1]([O:4][CH2:5][C:6]1[C:7]([N:21]2[N:30]=[CH:29][C:28]3[C:23](=[C:24]([F:35])[CH:25]=[C:26]([C:31]([CH3:34])([CH3:33])[CH3:32])[CH:27]=3)[C:22]2=[O:36])=[N:8][CH:9]=[CH:10][C:11]=1[C:12]1[CH:17]=[C:16]([NH:45][C:41]2[CH:42]=[C:43]([CH3:44])[S:39][N:40]=2)[C:15](=[O:19])[N:14]([CH3:20])[CH:13]=1)(=[O:3])[CH3:2]. The yield is 0.390. (2) The reactants are [C:1]1([S:7]([N:10]2[C:18]3[CH:17]=[CH:16][CH:15]=[C:14]([C:19](OC)=[O:20])[C:13]=3[CH:12]=[N:11]2)(=[O:9])=[O:8])[CH:6]=[CH:5][CH:4]=[CH:3][CH:2]=1.C1COCC1.[BH4-].[Li+]. The catalyst is C1(C)C=CC=CC=1. The product is [C:1]1([S:7]([N:10]2[C:18]3[C:13](=[C:14]([CH2:19][OH:20])[CH:15]=[CH:16][CH:17]=3)[CH:12]=[N:11]2)(=[O:8])=[O:9])[CH:2]=[CH:3][CH:4]=[CH:5][CH:6]=1. The yield is 0.710. (3) No catalyst specified. The product is [N:48]([CH2:51][C@@H:52]1[CH2:61][C:60]2[C:55](=[CH:56][CH:57]=[CH:58][CH:59]=2)[CH2:54][N:53]1[C:62]([C:64]1[CH:65]=[C:66]([CH:71]=[CH:72][C:73]=1[C:74]1[N:75]([CH3:90])[CH:76]=[C:77]([C:79](=[O:89])[N:80]([CH2:85][CH2:86][CH2:87][CH3:88])[CH2:81][CH2:82][CH2:83][CH3:84])[N:78]=1)[C:67]([OH:69])=[O:68])=[O:63])=[N+:49]=[N-:50]. The yield is 0.880. The reactants are C(N(CCCC)C(C1N=C(C2C=CC(C(O)=O)=CC=2C(N2[C@H](CO)CC3C(=CC=CC=3)C2)=O)N(CCC2C=CC=CC=2)C=1)=O)CCC.[N:48]([CH2:51][C@@H:52]1[CH2:61][C:60]2[C:55](=[CH:56][CH:57]=[CH:58][CH:59]=2)[CH2:54][N:53]1[C:62]([C:64]1[CH:65]=[C:66]([CH:71]=[CH:72][C:73]=1[C:74]1[N:75]([CH3:90])[CH:76]=[C:77]([C:79](=[O:89])[N:80]([CH2:85][CH2:86][CH2:87][CH3:88])[CH2:81][CH2:82][CH2:83][CH3:84])[N:78]=1)[C:67]([O:69]C)=[O:68])=[O:63])=[N+:49]=[N-:50]. (4) The catalyst is CN(C)C=O.[Cu]I.C1C=CC([P]([Pd]([P](C2C=CC=CC=2)(C2C=CC=CC=2)C2C=CC=CC=2)([P](C2C=CC=CC=2)(C2C=CC=CC=2)C2C=CC=CC=2)[P](C2C=CC=CC=2)(C2C=CC=CC=2)C2C=CC=CC=2)(C2C=CC=CC=2)C2C=CC=CC=2)=CC=1.C1OCCOCCOCCOCCOCCOC1. The yield is 0.944. The product is [NH2:8][C:5]1[N:6]=[CH:7][C:2]([C:9]#[N:10])=[N:3][CH:4]=1. The reactants are Br[C:2]1[N:3]=[CH:4][C:5]([NH2:8])=[N:6][CH:7]=1.[C-:9]#[N:10].[K+].C(OCC)(=O)C. (5) The reactants are [Cl:1][C:2]1[C:3]2[N:10]([CH2:11][CH:12]=[O:13])[CH:9]=[C:8]([C:14]([C:20]3[CH:21]=[C:22]4[C:26](=[CH:27][CH:28]=3)[N:25]([C:29]3[CH:34]=[CH:33][C:32]([F:35])=[CH:31][CH:30]=3)[N:24]=[CH:23]4)([OH:19])[C:15]([F:18])([F:17])[F:16])[C:4]=2[N:5]=[CH:6][N:7]=1.[BH4-].[Na+]. The catalyst is C1COCC1. The product is [Cl:1][C:2]1[C:3]2[N:10]([CH2:11][CH2:12][OH:13])[CH:9]=[C:8]([C:14]([C:20]3[CH:21]=[C:22]4[C:26](=[CH:27][CH:28]=3)[N:25]([C:29]3[CH:30]=[CH:31][C:32]([F:35])=[CH:33][CH:34]=3)[N:24]=[CH:23]4)([OH:19])[C:15]([F:18])([F:17])[F:16])[C:4]=2[N:5]=[CH:6][N:7]=1. The yield is 0.530. (6) The catalyst is ClCCl.C1COCC1. The reactants are [H-].[Na+].[CH3:3][O:4][C:5]1[CH:6]=[CH:7][C:8]([CH2:17][CH2:18][CH:19]([C:25]([O:27][CH2:28][CH3:29])=[O:26])[C:20]([O:22][CH2:23][CH3:24])=[O:21])=[C:9]2[C:14]=1[N:13]([CH3:15])[C:12](=[O:16])[CH:11]=[CH:10]2.[H][H].[Cl:32]N1C(=O)CCC1=O.Cl. The yield is 1.00. The product is [Cl:32][C:19]([CH2:18][CH2:17][C:8]1[CH:7]=[CH:6][C:5]([O:4][CH3:3])=[C:14]2[C:9]=1[CH:10]=[CH:11][C:12](=[O:16])[N:13]2[CH3:15])([C:20]([O:22][CH2:23][CH3:24])=[O:21])[C:25]([O:27][CH2:28][CH3:29])=[O:26]. (7) The reactants are O=[C:2]1[CH2:7][CH2:6][N:5]([C:8]([O:10][C:11]([CH3:14])([CH3:13])[CH3:12])=[O:9])[CH2:4][CH2:3]1.[NH:15]1[CH2:20][CH2:19][CH:18]([OH:21])[CH2:17][CH2:16]1.C(O)(=O)C.C(O[BH-](OC(=O)C)OC(=O)C)(=O)C.[Na+]. The catalyst is C(Cl)Cl. The product is [OH:21][CH:18]1[CH2:19][CH2:20][N:15]([CH:2]2[CH2:7][CH2:6][N:5]([C:8]([O:10][C:11]([CH3:14])([CH3:13])[CH3:12])=[O:9])[CH2:4][CH2:3]2)[CH2:16][CH2:17]1. The yield is 0.390. (8) The reactants are Cl.[C:2]1([N:8]2[CH2:13][CH2:12][NH:11][CH2:10][CH2:9]2)[CH:7]=[CH:6][CH:5]=[CH:4][CH:3]=1.[I-].C(C[P+](C)(C)C)#N.O[CH2:23][C:24]1[CH:33]=[N:32][C:31]2[N:30]3[CH2:34][CH2:35][CH2:36][C@H:29]3[C:28](=[O:37])[NH:27][C:26]=2[CH:25]=1.CCN(C(C)C)C(C)C. The catalyst is C(#N)CC. The product is [C:2]1([N:8]2[CH2:13][CH2:12][N:11]([CH2:23][C:24]3[CH:33]=[N:32][C:31]4[N:30]5[CH2:34][CH2:35][CH2:36][C@H:29]5[C:28](=[O:37])[NH:27][C:26]=4[CH:25]=3)[CH2:10][CH2:9]2)[CH:7]=[CH:6][CH:5]=[CH:4][CH:3]=1. The yield is 0.230. (9) The reactants are Br.[NH2:2][C@H:3]1[C:12]2[C:7](=[CH:8][CH:9]=[CH:10][CH:11]=2)[N:6]([C:13](=[O:15])[CH3:14])[C@@H:5]([CH:16]2[CH2:18][CH2:17]2)[C@@H:4]1[CH3:19].Br[C:21]1[CH:26]=[CH:25][CH:24]=[C:23]([CH:27]2[CH2:29][CH2:28]2)[CH:22]=1.CN(C1C(C2C(P(C3CCCCC3)C3CCCCC3)=CC=CC=2)=CC=CC=1)C.CC(C)([O-])C.[Na+]. The catalyst is O1CCOCC1.C1C=CC(/C=C/C(/C=C/C2C=CC=CC=2)=O)=CC=1.C1C=CC(/C=C/C(/C=C/C2C=CC=CC=2)=O)=CC=1.C1C=CC(/C=C/C(/C=C/C2C=CC=CC=2)=O)=CC=1.[Pd].[Pd]. The product is [CH:16]1([C@H:5]2[C@H:4]([CH3:19])[C@@H:3]([NH:2][C:21]3[CH:26]=[CH:25][CH:24]=[C:23]([CH:27]4[CH2:29][CH2:28]4)[CH:22]=3)[C:12]3[C:7](=[CH:8][CH:9]=[CH:10][CH:11]=3)[N:6]2[C:13](=[O:15])[CH3:14])[CH2:18][CH2:17]1. The yield is 0.533.